This data is from Forward reaction prediction with 1.9M reactions from USPTO patents (1976-2016). The task is: Predict the product of the given reaction. (1) Given the reactants C([O:8][C:9]1[CH:18]=[C:17]([F:19])[CH:16]=[C:15]([NH:20][C:21](=[O:26])[C:22]([CH3:25])([CH3:24])[CH3:23])[C:10]=1[C:11]([O:13][CH3:14])=[O:12])C1C=CC=CC=1.C(OCC)(=O)C, predict the reaction product. The product is: [CH3:23][C:22]([CH3:25])([CH3:24])[C:21]([NH:20][C:15]1[CH:16]=[C:17]([F:19])[CH:18]=[C:9]([OH:8])[C:10]=1[C:11]([O:13][CH3:14])=[O:12])=[O:26]. (2) Given the reactants Br[C:2]1[C:10]2[C:9](=[O:11])[N:8]([CH2:12][O:13][CH2:14][CH2:15][Si:16]([CH3:19])([CH3:18])[CH3:17])[N:7]=[CH:6][C:5]=2[N:4]([CH2:20][O:21][CH2:22][CH2:23][Si:24]([CH3:27])([CH3:26])[CH3:25])[CH:3]=1.[CH2:28](B(O)O)[CH2:29][CH3:30].P([O-])([O-])([O-])=O.[K+].[K+].[K+].C(P(C12CC3CC(CC(C3)C1)C2)C12CC3CC(CC(C3)C1)C2)CCC, predict the reaction product. The product is: [CH2:28]([C:2]1[C:10]2[C:9](=[O:11])[N:8]([CH2:12][O:13][CH2:14][CH2:15][Si:16]([CH3:19])([CH3:18])[CH3:17])[N:7]=[CH:6][C:5]=2[N:4]([CH2:20][O:21][CH2:22][CH2:23][Si:24]([CH3:27])([CH3:26])[CH3:25])[CH:3]=1)[CH2:29][CH3:30]. (3) Given the reactants [CH2:1]([N:3]1[CH2:8][C:7]([CH3:10])([CH3:9])[O:6][C:5](=[O:11])[CH:4]1[CH2:12][C:13]([OH:15])=O)[CH3:2].C(N(C(C)C)CC)(C)C.CN(C(ON1N=NC2C=CC=NC1=2)=[N+](C)C)C.F[P-](F)(F)(F)(F)F.[NH2:49][CH:50]1[CH2:55][CH2:54][N:53]([CH2:56][C:57]2[CH:62]=[CH:61][CH:60]=[CH:59][CH:58]=2)[CH2:52][CH2:51]1, predict the reaction product. The product is: [CH2:56]([N:53]1[CH2:54][CH2:55][CH:50]([NH:49][C:13](=[O:15])[CH2:12][CH:4]2[C:5](=[O:11])[O:6][C:7]([CH3:9])([CH3:10])[CH2:8][N:3]2[CH2:1][CH3:2])[CH2:51][CH2:52]1)[C:57]1[CH:58]=[CH:59][CH:60]=[CH:61][CH:62]=1. (4) Given the reactants I[C:2]1[C:7]([N+:8]([O-:10])=[O:9])=[CH:6][CH:5]=[CH:4][C:3]=1[N+:11]([O-:13])=[O:12].C1([Mg]Br)C=CC=CC=1.[CH:22](=[O:26])[CH:23]([CH3:25])[CH3:24], predict the reaction product. The product is: [N+:11]([C:3]1[CH:4]=[CH:5][CH:6]=[C:7]([N+:8]([O-:10])=[O:9])[C:2]=1[CH:22]([OH:26])[CH:23]([CH3:25])[CH3:24])([O-:13])=[O:12]. (5) Given the reactants [CH:1]([C:4]1[NH:8][N:7]=[C:6]([C:9]([NH2:11])=[O:10])[C:5]=1[N+:12]([O-])=O)([CH3:3])[CH3:2].CO, predict the reaction product. The product is: [NH2:12][C:5]1[C:6]([C:9]([NH2:11])=[O:10])=[N:7][NH:8][C:4]=1[CH:1]([CH3:3])[CH3:2]. (6) Given the reactants [F:1][CH2:2][C:3]1([C:8]([O:10][CH2:11][CH3:12])=[O:9])[CH2:7][CH2:6][NH:5][CH2:4]1.C(=O)([O-])[O-].[Na+].[Na+].Cl[C:20]([O:22][CH2:23][C:24]1[CH:29]=[CH:28][CH:27]=[CH:26][CH:25]=1)=[O:21], predict the reaction product. The product is: [F:1][CH2:2][C:3]1([C:8]([O:10][CH2:11][CH3:12])=[O:9])[CH2:7][CH2:6][N:5]([C:20]([O:22][CH2:23][C:24]2[CH:29]=[CH:28][CH:27]=[CH:26][CH:25]=2)=[O:21])[CH2:4]1. (7) The product is: [CH:20]12[CH2:25][CH:23]([CH:22]=[CH:21]1)[CH2:24][CH:19]2[C:17]1[N:8]2[C:9]([C:10](=[O:12])[NH:11][C:6]([CH:1]3[CH2:5][CH2:4][CH2:3][CH2:2]3)=[N:7]2)=[C:13]([CH2:14][CH3:15])[N:16]=1. Given the reactants [CH:1]1([C:6]2[NH:11][C:10](=[O:12])[C:9]([CH:13]([NH:16][C:17]([CH:19]3[CH2:24][CH:23]4[CH2:25][CH:20]3[CH:21]=[CH:22]4)=O)[CH2:14][CH3:15])=[N:8][N:7]=2)[CH2:5][CH2:4][CH2:3][CH2:2]1.P(Cl)(Cl)(Cl)=O, predict the reaction product.